From a dataset of Peptide-MHC class II binding affinity with 134,281 pairs from IEDB. Regression. Given a peptide amino acid sequence and an MHC pseudo amino acid sequence, predict their binding affinity value. This is MHC class II binding data. (1) The peptide sequence is YDKFLANVSTVTTGK. The MHC is DRB1_0405 with pseudo-sequence DRB1_0405. The binding affinity (normalized) is 0.536. (2) The peptide sequence is GAGAAPLSWSKEIYN. The MHC is HLA-DPA10301-DPB10402 with pseudo-sequence HLA-DPA10301-DPB10402. The binding affinity (normalized) is 0.162. (3) The peptide sequence is EKKYFAATQFEKLAA. The MHC is DRB1_1001 with pseudo-sequence DRB1_1001. The binding affinity (normalized) is 0.730. (4) The binding affinity (normalized) is 0.628. The peptide sequence is FRNQWLLESDHLISE. The MHC is DRB1_1101 with pseudo-sequence DRB1_1101. (5) The peptide sequence is NFRFMSKGGMRNVFD. The MHC is HLA-DQA10401-DQB10402 with pseudo-sequence HLA-DQA10401-DQB10402. The binding affinity (normalized) is 0. (6) The binding affinity (normalized) is 0.197. The peptide sequence is AVMLTFDNAGMWNVR. The MHC is HLA-DQA10401-DQB10402 with pseudo-sequence HLA-DQA10401-DQB10402. (7) The peptide sequence is APYHFDLSGHAFGSMAKKGE. The MHC is HLA-DQA10301-DQB10301 with pseudo-sequence HLA-DQA10301-DQB10301. The binding affinity (normalized) is 0.613. (8) The peptide sequence is LSGSQEVEFIGYGKA. The MHC is DRB1_1301 with pseudo-sequence DRB1_1301. The binding affinity (normalized) is 0.305.